Dataset: Reaction yield outcomes from USPTO patents with 853,638 reactions. Task: Predict the reaction yield, written as a fraction of the theoretical maximum amount of product (1.0 means a 100% yield; for example, 0.34 means a 34% yield). (1) The reactants are [O:1]1[CH2:3][CH:2]1[CH2:4][N:5]1[CH:9]=[C:8]([C:10]2[CH:15]=[CH:14][N:13]=[CH:12][CH:11]=2)[C:7]([C:16]2[CH:21]=[CH:20][C:19]([C:22]([F:25])([F:24])[F:23])=[CH:18][CH:17]=2)=[N:6]1.[Cl:26][C:27]1[CH:43]=[CH:42][C:30]2[N:31]([CH3:41])[C:32](=[O:40])[N:33]([CH:34]3[CH2:39][CH2:38][NH:37][CH2:36][CH2:35]3)[C:29]=2[CH:28]=1.C(N(CC)CC)C. The catalyst is CCO. The product is [Cl:26][C:27]1[CH:43]=[CH:42][C:30]2[N:31]([CH3:41])[C:32](=[O:40])[N:33]([CH:34]3[CH2:39][CH2:38][N:37]([CH2:3][CH:2]([OH:1])[CH2:4][N:5]4[CH:9]=[C:8]([C:10]5[CH:11]=[CH:12][N:13]=[CH:14][CH:15]=5)[C:7]([C:16]5[CH:17]=[CH:18][C:19]([C:22]([F:25])([F:24])[F:23])=[CH:20][CH:21]=5)=[N:6]4)[CH2:36][CH2:35]3)[C:29]=2[CH:28]=1. The yield is 0.220. (2) The product is [C:1]1([C:7]#[C:8][C:15]2[CH:20]=[CH:19][CH:18]=[CH:17][CH:16]=2)[CH:6]=[CH:5][CH:4]=[CH:3][CH:2]=1. The reactants are [C:1]1([C:7]#[CH:8])[CH:6]=[CH:5][CH:4]=[CH:3][CH:2]=1.C([Li])CCC.C(#N)[C:15]1[CH:20]=[CH:19][CH:18]=[CH:17][CH:16]=1.CCCCCCCCCCCCC. The catalyst is C1COCC1.O1CCCOC1.[Zn+2].[Br-].[Br-]. The yield is 0.380. (3) The reactants are [F:1][C:2]([F:36])([F:35])[C:3]1[CH:4]=[N:5][N:6]([C:8]2[CH:34]=[CH:33][C:11]([O:12][CH:13]([C:17]3[CH:32]=[CH:31][C:20]([C:21]([NH:23][CH2:24][CH2:25][C:26]([O:28]CC)=[O:27])=[O:22])=[CH:19][N:18]=3)[CH2:14][CH2:15][CH3:16])=[CH:10][CH:9]=2)[CH:7]=1.[OH-].[Na+].Cl. The catalyst is CO. The product is [F:36][C:2]([F:1])([F:35])[C:3]1[CH:4]=[N:5][N:6]([C:8]2[CH:9]=[CH:10][C:11]([O:12][CH:13]([C:17]3[CH:32]=[CH:31][C:20]([C:21]([NH:23][CH2:24][CH2:25][C:26]([OH:28])=[O:27])=[O:22])=[CH:19][N:18]=3)[CH2:14][CH2:15][CH3:16])=[CH:33][CH:34]=2)[CH:7]=1. The yield is 1.00. (4) The reactants are [CH2:1]([O:8][C:9]1[CH:10]=[C:11]([Mg]Br)[CH:12]=[CH:13][CH:14]=1)[C:2]1[CH:7]=[CH:6][CH:5]=[CH:4][CH:3]=1.Br[CH:18]1[CH2:22][C:21]2([CH2:27][CH2:26][N:25]([C:28]([O:30][C:31]([CH3:34])([CH3:33])[CH3:32])=[O:29])[CH2:24][CH2:23]2)[O:20][CH2:19]1.CN(CCN(C)C)C.CO. The catalyst is C1COCC1.C1N2CN3CN(C2)CN1C3. The product is [CH2:1]([O:8][C:9]1[CH:10]=[C:11]([CH:18]2[CH2:22][C:21]3([CH2:23][CH2:24][N:25]([C:28]([O:30][C:31]([CH3:34])([CH3:33])[CH3:32])=[O:29])[CH2:26][CH2:27]3)[O:20][CH2:19]2)[CH:12]=[CH:13][CH:14]=1)[C:2]1[CH:7]=[CH:6][CH:5]=[CH:4][CH:3]=1. The yield is 0.710. (5) The reactants are C(N(CC)CC)C.S(Cl)(C)(=O)=O.[CH3:13][O:14][C:15]([CH:17]1[CH:21]([C@H:22]([CH3:25])[CH2:23]O)[CH2:20][N:19]([C:26]([O:28][CH2:29][C:30]2[CH:35]=[CH:34][CH:33]=[CH:32][CH:31]=2)=[O:27])[CH2:18]1)=[O:16].C(O)(=O)CC(CC(O)=O)(C(O)=O)O.[I-:49].[Na+]. The catalyst is ClCCl.C(OCC)(=O)C.CO. The product is [CH3:13][O:14][C:15]([CH:17]1[CH:21]([C@H:22]([CH3:25])[CH2:23][I:49])[CH2:20][N:19]([C:26]([O:28][CH2:29][C:30]2[CH:35]=[CH:34][CH:33]=[CH:32][CH:31]=2)=[O:27])[CH2:18]1)=[O:16]. The yield is 0.940. (6) The reactants are [CH2:1]([NH:8][C:9]([NH:11][N:12]([CH2:14][C:15]([OH:17])=O)[CH3:13])=[O:10])[C:2]1[CH:7]=[CH:6][CH:5]=[CH:4][CH:3]=1.[NH2:18][C@@H:19]([CH2:43][C:44]1[CH:49]=[CH:48][C:47]([O:50]C(C)(C)C)=[CH:46][CH:45]=1)[C:20]([N:22]([C@@H:34]([CH3:42])[CH:35]([O:39][CH2:40][CH3:41])[O:36][CH2:37][CH3:38])[CH2:23][C:24]1[CH:33]=[CH:32][CH:31]=[C:30]2[C:25]=1[CH:26]=[CH:27][N:28]=[CH:29]2)=[O:21]. No catalyst specified. The product is [CH2:1]([NH:8][C:9]([NH:11][N:12]([CH2:14][C:15]([NH:18][C@@H:19]([CH2:43][C:44]1[CH:45]=[CH:46][C:47]([OH:50])=[CH:48][CH:49]=1)[C:20]([N:22]([C@@H:34]([CH3:42])[CH:35]([O:39][CH2:40][CH3:41])[O:36][CH2:37][CH3:38])[CH2:23][C:24]1[CH:33]=[CH:32][CH:31]=[C:30]2[C:25]=1[CH:26]=[CH:27][N:28]=[CH:29]2)=[O:21])=[O:17])[CH3:13])=[O:10])[C:2]1[CH:3]=[CH:4][CH:5]=[CH:6][CH:7]=1. The yield is 0.220.